This data is from Retrosynthesis with 50K atom-mapped reactions and 10 reaction types from USPTO. The task is: Predict the reactants needed to synthesize the given product. (1) Given the product CC(CC1(c2ccccc2)C=CCC=C1)OS(C)(=O)=O, predict the reactants needed to synthesize it. The reactants are: CC(O)CC1(c2ccccc2)C=CCC=C1.CS(=O)(=O)Cl. (2) Given the product O=C(CBr)Nc1c(Cl)cccc1C(=O)c1ccccc1F, predict the reactants needed to synthesize it. The reactants are: Nc1c(Cl)cccc1C(=O)c1ccccc1F.O=C(Br)CBr. (3) Given the product COC(=O)C[C@@H]1COc2cc(O[C@@H]3CCc4c(-c5c(C)cc(OCC(C)(C)O)cc5C)ccc(F)c43)ccc21, predict the reactants needed to synthesize it. The reactants are: COC(=O)C[C@@H]1COc2cc(O[C@@H]3CCc4c(B5OC(C)(C)C(C)(C)O5)ccc(F)c43)ccc21.Cc1cc(OCC(C)(C)O)cc(C)c1Br. (4) Given the product CCOc1ccc(OC)c2c1CCN(CC(=O)NCc1ccccn1)C2Cc1ccc(OC)c(OC)c1, predict the reactants needed to synthesize it. The reactants are: CCI.COc1ccc(CC2c3c(OC)ccc(O)c3CCN2CC(=O)NCc2ccccn2)cc1OC.